This data is from Forward reaction prediction with 1.9M reactions from USPTO patents (1976-2016). The task is: Predict the product of the given reaction. Given the reactants [F:1][C:2]1[CH:7]=[CH:6][C:5]([N:8]2[C:12]([C:13]3[O:14]C=CC=3)=[CH:11][C:10]([C:18]([F:21])([F:20])[F:19])=[N:9]2)=[CH:4][C:3]=1[C:22]#[N:23].C(Cl)(Cl)(Cl)Cl.I([O-])(=O)(=O)=[O:30].[Na+], predict the reaction product. The product is: [F:1][C:2]1[CH:7]=[CH:6][C:5]([N:8]2[C:12]([C:13]([OH:30])=[O:14])=[CH:11][C:10]([C:18]([F:21])([F:20])[F:19])=[N:9]2)=[CH:4][C:3]=1[C:22]#[N:23].